This data is from Catalyst prediction with 721,799 reactions and 888 catalyst types from USPTO. The task is: Predict which catalyst facilitates the given reaction. (1) Reactant: [NH2:1]/[C:2](=[N:10]\[O:11][C:12]([C@H:14]([CH2:23][CH2:24][CH2:25][CH:26]1[CH2:31][CH2:30][CH2:29][CH2:28][CH2:27]1)[CH2:15][C:16]([O:18][C:19]([CH3:22])([CH3:21])[CH3:20])=[O:17])=O)/[CH2:3][C:4]1[CH:5]=[N:6][CH:7]=[CH:8][CH:9]=1. Product: [CH:26]1([CH2:25][CH2:24][CH2:23][C@@H:14]([C:12]2[O:11][N:10]=[C:2]([CH2:3][C:4]3[CH:5]=[N:6][CH:7]=[CH:8][CH:9]=3)[N:1]=2)[CH2:15][C:16]([O:18][C:19]([CH3:22])([CH3:21])[CH3:20])=[O:17])[CH2:31][CH2:30][CH2:29][CH2:28][CH2:27]1. The catalyst class is: 113. (2) Reactant: CCOC(/N=N/C(OCC)=O)=O.[CH2:13](O)[CH2:14][CH2:15][CH2:16][CH3:17].[C:19]1([N:25]2[C:29]([SH:30])=[N:28][N:27]=[N:26]2)[CH:24]=[CH:23][CH:22]=[CH:21][CH:20]=1.C1C=CC(P(C2C=CC=CC=2)C2C=CC=CC=2)=CC=1. Product: [CH2:13]([S:30][C:29]1[N:25]([C:19]2[CH:24]=[CH:23][CH:22]=[CH:21][CH:20]=2)[N:26]=[N:27][N:28]=1)[CH2:14][CH2:15][CH2:16][CH3:17]. The catalyst class is: 49. (3) Reactant: [Cl:1][C:2]1[CH:3]=[C:4]([N:23]([CH2:34][CH3:35])[CH:24]2[CH2:29][CH2:28][N:27]([CH2:30][CH2:31][O:32][CH3:33])[CH2:26][CH2:25]2)[C:5]([CH3:22])=[C:6]([CH:21]=1)[C:7]([NH:9][CH2:10][C:11]1[C:12]([O:19]C)=[N:13][N:14]([CH2:17][CH3:18])[C:15]=1[CH3:16])=[O:8].C(=O)(O)[O-].[Na+]. Product: [Cl:1][C:2]1[CH:3]=[C:4]([N:23]([CH2:34][CH3:35])[CH:24]2[CH2:29][CH2:28][N:27]([CH2:30][CH2:31][O:32][CH3:33])[CH2:26][CH2:25]2)[C:5]([CH3:22])=[C:6]([CH:21]=1)[C:7]([NH:9][CH2:10][C:11]1[C:12](=[O:19])[NH:13][N:14]([CH2:17][CH3:18])[C:15]=1[CH3:16])=[O:8]. The catalyst class is: 33. (4) Reactant: [C:1]([O:5][C:6]([N:8]1[CH2:14][CH2:13][C:12]2[CH:15]=[CH:16][C:17]([N+:19]([O-])=O)=[CH:18][C:11]=2[CH2:10][CH2:9]1)=[O:7])([CH3:4])([CH3:3])[CH3:2]. Product: [C:1]([O:5][C:6]([N:8]1[CH2:14][CH2:13][C:12]2[CH:15]=[CH:16][C:17]([NH2:19])=[CH:18][C:11]=2[CH2:10][CH2:9]1)=[O:7])([CH3:4])([CH3:2])[CH3:3]. The catalyst class is: 29. (5) Reactant: [C:1](Cl)(=O)[C:2]([Cl:4])=[O:3].[O:7]=[C:8]1[CH:13]=[CH:12][C:11]([C:14]2[O:18][N:17]=[C:16]([C:19]3[CH:24]=[CH:23][C:22]([O:25][C:26]([F:29])([F:28])[F:27])=[CH:21][CH:20]=3)[N:15]=2)=[CH:10][N:9]1[CH2:30][C:31]1[CH:32]=C([CH:37]=[CH:38][CH:39]=1)C(O)=O. Product: [O:7]=[C:8]1[CH:13]=[CH:12][C:11]([C:14]2[O:18][N:17]=[C:16]([C:19]3[CH:24]=[CH:23][C:22]([O:25][C:26]([F:27])([F:29])[F:28])=[CH:21][CH:20]=3)[N:15]=2)=[CH:10][N:9]1[CH2:30][C:31]1[CH:32]=[C:1]([CH:37]=[CH:38][CH:39]=1)[C:2]([Cl:4])=[O:3]. The catalyst class is: 174. (6) Reactant: C(OC([NH:8][CH2:9][CH2:10][O:11][C:12]1[CH:17]=[CH:16][C:15]([F:18])=[CH:14][C:13]=1[C:19]1[CH:24]=[CH:23][N:22]=[C:21]2[NH:25][C:26]([C:28]3[CH2:33][CH2:32][N:31](C(OC(C)(C)C)=O)[CH2:30][CH:29]=3)=[CH:27][C:20]=12)=O)(C)(C)C.FC(F)(F)C(O)=O. Product: [F:18][C:15]1[CH:16]=[CH:17][C:12]([O:11][CH2:10][CH2:9][NH2:8])=[C:13]([C:19]2[CH:24]=[CH:23][N:22]=[C:21]3[NH:25][C:26]([C:28]4[CH2:33][CH2:32][NH:31][CH2:30][CH:29]=4)=[CH:27][C:20]=23)[CH:14]=1. The catalyst class is: 4. (7) Reactant: S(=O)(=O)(O)O.[C:6]12(O)[CH2:15][CH:10]3[CH2:11][CH:12]([CH2:14][CH:8]([CH2:9]3)[CH2:7]1)[CH2:13]2.[I:17][C:18]1[CH:23]=[CH:22][C:21]([O:24][CH3:25])=[CH:20][CH:19]=1.C(=O)(O)[O-].[Na+]. Product: [I:17][C:18]1[CH:19]=[CH:20][C:21]([O:24][CH3:25])=[C:22]([C:6]23[CH2:15][CH:10]4[CH2:11][CH:12]([CH2:14][CH:8]([CH2:9]4)[CH2:7]2)[CH2:13]3)[CH:23]=1. The catalyst class is: 46. (8) Reactant: [F:1][C:2]1[C:7]([NH:8][CH2:9][C:10]2[CH:15]=[C:14]([O:16][CH3:17])[CH:13]=[C:12]([C:18]3[CH:23]=[CH:22][CH:21]=[C:20]([F:24])[CH:19]=3)[CH:11]=2)=[C:6]([F:25])[CH:5]=[CH:4][C:3]=1[OH:26].C([O-])([O-])=O.[Cs+].[Cs+].Br[CH2:34][C:35]([O:37][CH2:38][CH3:39])=[O:36].O. Product: [F:1][C:2]1[C:7]([NH:8][CH2:9][C:10]2[CH:15]=[C:14]([O:16][CH3:17])[CH:13]=[C:12]([C:18]3[CH:23]=[CH:22][CH:21]=[C:20]([F:24])[CH:19]=3)[CH:11]=2)=[C:6]([F:25])[CH:5]=[CH:4][C:3]=1[O:26][CH2:34][C:35]([O:37][CH2:38][CH3:39])=[O:36]. The catalyst class is: 3. (9) Reactant: [O:1]=[C:2]1[C:11]2[CH:10]=[CH:9][CH:8]=[C:7]3[NH:12][CH:13]([C:21]4[CH:28]=[CH:27][C:24]([CH:25]=O)=[CH:23][CH:22]=4)[CH:14]([C:15]4[CH:20]=[CH:19][CH:18]=[CH:17][CH:16]=4)[C:5]([C:6]=23)=[N:4][NH:3]1.C(Cl)Cl.[CH2:32]([N:34]1[CH2:39][CH2:38][NH:37][CH2:36][CH:35]1[CH3:40])[CH3:33].[BH4-].[Na+]. Product: [CH2:32]([N:34]1[CH2:39][CH2:38][N:37]([CH2:25][C:24]2[CH:23]=[CH:22][C:21]([CH:13]3[NH:12][C:7]4[C:6]5[C:5](=[N:4][NH:3][C:2](=[O:1])[C:11]=5[CH:10]=[CH:9][CH:8]=4)[CH:14]3[C:15]3[CH:20]=[CH:19][CH:18]=[CH:17][CH:16]=3)=[CH:28][CH:27]=2)[CH2:36][CH:35]1[CH3:40])[CH3:33]. The catalyst class is: 52.